From a dataset of Full USPTO retrosynthesis dataset with 1.9M reactions from patents (1976-2016). Predict the reactants needed to synthesize the given product. Given the product [C:1]([O:5][C:6]([N:8]1[CH2:13][CH2:12][C:11]2[O:14][N:15]=[C:16]([C:17](=[O:19])[NH:24][CH2:23][CH:20]3[CH2:22][CH2:21]3)[C:10]=2[CH2:9]1)=[O:7])([CH3:2])([CH3:3])[CH3:4], predict the reactants needed to synthesize it. The reactants are: [C:1]([O:5][C:6]([N:8]1[CH2:13][CH2:12][C:11]2[O:14][N:15]=[C:16]([C:17]([OH:19])=O)[C:10]=2[CH2:9]1)=[O:7])([CH3:4])([CH3:3])[CH3:2].[CH:20]1([CH2:23][NH2:24])[CH2:22][CH2:21]1.